From a dataset of Reaction yield outcomes from USPTO patents with 853,638 reactions. Predict the reaction yield, written as a fraction of the theoretical maximum amount of product (1.0 means a 100% yield; for example, 0.34 means a 34% yield). (1) The reactants are [CH2:1]([NH:8][CH2:9][CH2:10][NH:11][C:12](=[O:18])[O:13][C:14]([CH3:17])([CH3:16])[CH3:15])[C:2]1[CH:7]=[CH:6][CH:5]=[CH:4][CH:3]=1.[CH2:19]=O. The catalyst is C([O-])(O)=O.[Na+]. The product is [CH2:1]([N:8]([CH3:19])[CH2:9][CH2:10][NH:11][C:12](=[O:18])[O:13][C:14]([CH3:15])([CH3:17])[CH3:16])[C:2]1[CH:7]=[CH:6][CH:5]=[CH:4][CH:3]=1. The yield is 0.468. (2) The reactants are [F:1][C:2]([F:13])([F:12])[C:3]1[CH:11]=[CH:10][C:6]([C:7](Cl)=[O:8])=[CH:5][CH:4]=1.C(N(CC)CC)C.[F:21][C:22]([F:26])([F:25])[CH2:23][NH2:24]. The catalyst is C(Cl)Cl. The product is [F:21][C:22]([F:26])([F:25])[CH2:23][NH:24][C:7](=[O:8])[C:6]1[CH:10]=[CH:11][C:3]([C:2]([F:13])([F:12])[F:1])=[CH:4][CH:5]=1. The yield is 0.940.